This data is from Forward reaction prediction with 1.9M reactions from USPTO patents (1976-2016). The task is: Predict the product of the given reaction. (1) Given the reactants [Cl:1][C:2]1[CH:3]=[C:4]([NH:17][C:18]2[C:19]3[CH:27]=[C:26]([NH:28]CC4C=CC(OC)=CC=4)[N:25]=[CH:24][C:20]=3[N:21]=[CH:22][N:23]=2)[CH:5]=[CH:6][C:7]=1[O:8][CH2:9][C:10]1[CH:15]=[CH:14][CH:13]=[C:12]([Cl:16])[CH:11]=1.FC(F)(F)C(O)=O.C1(OC)C=CC=CC=1, predict the reaction product. The product is: [Cl:1][C:2]1[CH:3]=[C:4]([NH:17][C:18]2[C:19]3[CH:27]=[C:26]([NH2:28])[N:25]=[CH:24][C:20]=3[N:21]=[CH:22][N:23]=2)[CH:5]=[CH:6][C:7]=1[O:8][CH2:9][C:10]1[CH:15]=[CH:14][CH:13]=[C:12]([Cl:16])[CH:11]=1. (2) Given the reactants Br[C:2]1[C:10]2[O:9][C:8]([NH:11][C:12]3[CH:17]=[C:16]([O:18][CH3:19])[C:15]([O:20][CH3:21])=[C:14]([O:22][CH3:23])[CH:13]=3)=[N:7][C:6]=2[CH:5]=[CH:4][CH:3]=1.[C:24]1([CH3:33])[CH:29]=[CH:28][CH:27]=[C:26](B(O)O)[CH:25]=1.C([O-])([O-])=O.[Na+].[Na+], predict the reaction product. The product is: [C:24]1([CH3:33])[CH:29]=[CH:28][CH:27]=[C:26]([C:2]2[C:10]3[O:9][C:8]([NH:11][C:12]4[CH:17]=[C:16]([O:18][CH3:19])[C:15]([O:20][CH3:21])=[C:14]([O:22][CH3:23])[CH:13]=4)=[N:7][C:6]=3[CH:5]=[CH:4][CH:3]=2)[CH:25]=1.